The task is: Predict the product of the given reaction.. This data is from Forward reaction prediction with 1.9M reactions from USPTO patents (1976-2016). Given the reactants [CH:1]1([CH2:4][O:5][C:6]2[N:11]=[C:10]([C:12]([OH:14])=O)[CH:9]=[CH:8][C:7]=2[N:15]2[CH2:18][C:17]([F:20])([F:19])[CH2:16]2)[CH2:3][CH2:2]1.Cl.[CH3:22][C:23]1([CH3:31])[NH:27][C@H:26]([C:28]([NH2:30])=[O:29])[CH2:25][CH2:24]1.CN(C(ON1N=NC2C=CC=CC1=2)=[N+](C)C)C.[B-](F)(F)(F)F.CCN(C(C)C)C(C)C, predict the reaction product. The product is: [CH:1]1([CH2:4][O:5][C:6]2[N:11]=[C:10]([C:12]([N:27]3[C:23]([CH3:31])([CH3:22])[CH2:24][CH2:25][C@H:26]3[C:28]([NH2:30])=[O:29])=[O:14])[CH:9]=[CH:8][C:7]=2[N:15]2[CH2:18][C:17]([F:20])([F:19])[CH2:16]2)[CH2:2][CH2:3]1.